This data is from Catalyst prediction with 721,799 reactions and 888 catalyst types from USPTO. The task is: Predict which catalyst facilitates the given reaction. (1) Reactant: [Cl:1][C:2]1[CH:12]=[CH:11][C:5]([C:6](OCC)=[O:7])=[CH:4][N:3]=1.[BH4-].[Na+]. Product: [Cl:1][C:2]1[N:3]=[CH:4][C:5]([CH2:6][OH:7])=[CH:11][CH:12]=1. The catalyst class is: 8. (2) Reactant: C(O)C.[CH2:4]([N:6]([CH2:44][CH3:45])[C:7]([CH:9]([C:38]1[CH:43]=[CH:42][CH:41]=[CH:40][CH:39]=1)[N:10]1[CH2:15][CH2:14][N:13]([C:16]2[CH:21]=[CH:20][C:19]([NH:22][C:23](=[O:36])[C:24]3[CH:29]=[CH:28][CH:27]=[CH:26][C:25]=3[C:30]3[CH:31]=[N:32][CH:33]=[CH:34][CH:35]=3)=[CH:18][C:17]=2[F:37])[CH2:12][CH2:11]1)=[O:8])[CH3:5].[ClH:46]. Product: [ClH:46].[ClH:46].[CH2:44]([N:6]([CH2:4][CH3:5])[C:7]([CH:9]([C:38]1[CH:43]=[CH:42][CH:41]=[CH:40][CH:39]=1)[N:10]1[CH2:11][CH2:12][N:13]([C:16]2[CH:21]=[CH:20][C:19]([NH:22][C:23](=[O:36])[C:24]3[CH:29]=[CH:28][CH:27]=[CH:26][C:25]=3[C:30]3[CH:31]=[N:32][CH:33]=[CH:34][CH:35]=3)=[CH:18][C:17]=2[F:37])[CH2:14][CH2:15]1)=[O:8])[CH3:45]. The catalyst class is: 28. (3) Reactant: C[O:2][C:3]1[CH:4]=[C:5]([CH3:12])[C:6]2[O:10][CH:9]=[CH:8][C:7]=2[CH:11]=1.C([O-])([O-])=O.[K+].[K+].[Si](I)(C)(C)C. Product: [CH3:12][C:5]1[C:6]2[O:10][CH:9]=[CH:8][C:7]=2[CH:11]=[C:3]([OH:2])[CH:4]=1. The catalyst class is: 290. (4) Reactant: Br[C:2]1[C:3]([N:17]2[CH2:22][CH2:21][CH2:20][C@@H:19]([NH:23][C:24](=[O:30])[O:25][C:26]([CH3:29])([CH3:28])[CH3:27])[CH2:18]2)=[C:4]2[C:10]([NH:11][C:12](=[O:16])[CH:13]([CH3:15])[CH3:14])=[CH:9][NH:8][C:5]2=[N:6][CH:7]=1.[Li]C.[Li]CCCC.[Cl:38]C(Cl)(Cl)C(Cl)(Cl)Cl. Product: [Cl:38][C:2]1[C:3]([N:17]2[CH2:22][CH2:21][CH2:20][C@@H:19]([NH:23][C:24](=[O:30])[O:25][C:26]([CH3:29])([CH3:28])[CH3:27])[CH2:18]2)=[C:4]2[C:10]([NH:11][C:12](=[O:16])[CH:13]([CH3:15])[CH3:14])=[CH:9][NH:8][C:5]2=[N:6][CH:7]=1. The catalyst class is: 20. (5) Reactant: [Br:1][C:2]1[CH:7]=[C:6]([C:8]([F:11])([F:10])[F:9])[CH:5]=[C:4]([NH2:12])[C:3]=1[NH:13][CH3:14].[CH2:15]([S:17][C:18]1[CH:26]=[CH:25][CH:24]=[CH:23][C:19]=1[C:20](O)=O)[CH3:16].CCN=C=NCCCN(C)C.N1C=CC=CC=1. Product: [Br:1][C:2]1[C:3]2[N:13]([CH3:14])[C:20]([C:19]3[CH:23]=[CH:24][CH:25]=[CH:26][C:18]=3[S:17][CH2:15][CH3:16])=[N:12][C:4]=2[CH:5]=[C:6]([C:8]([F:9])([F:10])[F:11])[CH:7]=1. The catalyst class is: 6. (6) Reactant: [C:1]([N:4]1[CH2:9][CH2:8][CH:7]([NH:10][C:11](=[O:20])[C:12]2[CH:17]=[C:16]([F:18])[CH:15]=[N:14][C:13]=2Cl)[CH2:6][CH2:5]1)(=[O:3])[CH3:2].[CH3:21][S:22][C:23]1[CH:28]=[CH:27][C:26]([OH:29])=[CH:25][CH:24]=1.C(=O)([O-])[O-].[Cs+].[Cs+]. Product: [C:1]([N:4]1[CH2:9][CH2:8][CH:7]([NH:10][C:11](=[O:20])[C:12]2[CH:17]=[C:16]([F:18])[CH:15]=[N:14][C:13]=2[O:29][C:26]2[CH:27]=[CH:28][C:23]([S:22][CH3:21])=[CH:24][CH:25]=2)[CH2:6][CH2:5]1)(=[O:3])[CH3:2]. The catalyst class is: 9. (7) Reactant: O.O.O.O.O.O.O.O.[OH-].[Sr+2:10].[OH-].[NH2:12][C@H:13]([C:15]([OH:17])=[O:16])[CH3:14]. Product: [NH2:12][C@H:13]([C:15]([O-:17])=[O:16])[CH3:14].[Sr+2:10].[NH2:12][C@H:13]([C:15]([O-:17])=[O:16])[CH3:14]. The catalyst class is: 6. (8) Reactant: [C:1]1([C:7]2[N:8]=[C:9]([C:12](OCC)=[O:13])[S:10][CH:11]=2)[CH:6]=[CH:5][CH:4]=[CH:3][CH:2]=1.[H-].[H-].[H-].[H-].[Li+].[Al+3]. Product: [C:1]1([C:7]2[N:8]=[C:9]([CH2:12][OH:13])[S:10][CH:11]=2)[CH:2]=[CH:3][CH:4]=[CH:5][CH:6]=1. The catalyst class is: 1. (9) Reactant: [C:1]([O:5][C:6]([NH:8][C@H:9]([C:27]([O:29][C:30]([CH3:33])([CH3:32])[CH3:31])=[O:28])[CH2:10][C@H:11]([CH2:19][C:20]1[CH:25]=[CH:24][C:23]([OH:26])=[CH:22][CH:21]=1)[C:12]([O:14][C:15]([CH3:18])([CH3:17])[CH3:16])=[O:13])=[O:7])([CH3:4])([CH3:3])[CH3:2].C(=O)([O-])[O-].[Cs+].[Cs+].[C:40]1([CH3:64])[CH:45]=[CH:44][C:43]([S:46]([O:49][CH2:50][CH2:51][CH2:52]OS(C2C=CC(C)=CC=2)(=O)=O)(=[O:48])=[O:47])=[CH:42][CH:41]=1. Product: [C:1]([O:5][C:6]([NH:8][C@H:9]([C:27]([O:29][C:30]([CH3:33])([CH3:32])[CH3:31])=[O:28])[CH2:10][C@H:11]([CH2:19][C:20]1[CH:25]=[CH:24][C:23]([O:26][CH2:52][CH2:51][CH2:50][O:49][S:46]([C:43]2[CH:42]=[CH:41][C:40]([CH3:64])=[CH:45][CH:44]=2)(=[O:47])=[O:48])=[CH:22][CH:21]=1)[C:12]([O:14][C:15]([CH3:16])([CH3:18])[CH3:17])=[O:13])=[O:7])([CH3:2])([CH3:3])[CH3:4]. The catalyst class is: 9. (10) Reactant: C1COCC1.[CH2:6]([N:9]1[C:18]2[C:13](=[CH:14][C:15]([C:19]([O:21]CC=C)=[O:20])=[CH:16][CH:17]=2)[CH2:12][CH2:11][C:10]1=[O:25])[CH:7]=[CH2:8].[OH-].[Li+].C(=O)(O)[O-].[Na+]. Product: [CH2:6]([N:9]1[C:18]2[C:13](=[CH:14][C:15]([C:19]([OH:21])=[O:20])=[CH:16][CH:17]=2)[CH2:12][CH2:11][C:10]1=[O:25])[CH:7]=[CH2:8]. The catalyst class is: 6.